Dataset: Reaction yield outcomes from USPTO patents with 853,638 reactions. Task: Predict the reaction yield, written as a fraction of the theoretical maximum amount of product (1.0 means a 100% yield; for example, 0.34 means a 34% yield). (1) The reactants are [C:1]([CH2:3]P(=O)(OCC)OCC)#[N:2].CC(C)([O-])C.[K+].[N:18]1([C:24]2[CH:25]=[N:26][CH:27]=[C:28]([CH:31]=2)[CH:29]=O)[CH2:23][CH2:22][O:21][CH2:20][CH2:19]1. The catalyst is C1COCC1. The product is [N:18]1([C:24]2[CH:31]=[C:28](/[CH:29]=[CH:3]/[C:1]#[N:2])[CH:27]=[N:26][CH:25]=2)[CH2:23][CH2:22][O:21][CH2:20][CH2:19]1. The yield is 1.00. (2) The reactants are [CH3:1][C:2]1[CH:8]=[C:7]([OH:9])[C:6]([CH3:10])=[CH:5][C:3]=1[NH2:4].C(=O)([O-])[O-].[K+].[K+].[Cl:17][C:18]1[CH:23]=[CH:22][C:21]([C:24]2([C:27]3[N:31]=[C:30](S(C4C=CC(C)=CC=4)(=O)=O)[S:29][N:28]=3)[CH2:26][CH2:25]2)=[CH:20][CH:19]=1. The catalyst is C(#N)C. The product is [Cl:17][C:18]1[CH:23]=[CH:22][C:21]([C:24]2([C:27]3[N:31]=[C:30]([O:9][C:7]4[C:6]([CH3:10])=[CH:5][C:3]([NH2:4])=[C:2]([CH3:1])[CH:8]=4)[S:29][N:28]=3)[CH2:26][CH2:25]2)=[CH:20][CH:19]=1. The yield is 0.769. (3) The reactants are C(OC([N:8]1[CH2:13][CH:12]=[C:11]([C:14]2[C:22]3[O:21][CH2:20][O:19][C:18]=3[CH:17]=[CH:16][CH:15]=2)[CH2:10][CH2:9]1)=O)(C)(C)C.[ClH:23].O1CCOCC1.C(OC(C)C)(C)C. The catalyst is ClCCl. The product is [ClH:23].[O:19]1[C:18]2[CH:17]=[CH:16][CH:15]=[C:14]([C:11]3[CH2:12][CH2:13][NH:8][CH2:9][CH:10]=3)[C:22]=2[O:21][CH2:20]1. The yield is 0.850. (4) The reactants are [CH3:1][N:2]([CH2:9][CH2:10][CH2:11][C:12]1[CH:17]=[CH:16][N:15]2[N:18]=[CH:19][CH:20]=[C:14]2[N:13]=1)[C:3](=[O:8])[O:4][CH:5]([CH3:7])[CH3:6].[Br:21]Br. The catalyst is CC(O)=O. The product is [Br:21][C:20]1[CH:19]=[N:18][N:15]2[CH:16]=[CH:17][C:12]([CH2:11][CH2:10][CH2:9][N:2]([CH3:1])[C:3](=[O:8])[O:4][CH:5]([CH3:7])[CH3:6])=[N:13][C:14]=12. The yield is 0.680. (5) The reactants are O[CH:2]1[CH2:5][N:4]([C:6]([O:8][C:9]([CH3:12])([CH3:11])[CH3:10])=[O:7])[CH2:3]1.N1C=CN=C1.C1(P(C2C=CC=CC=2)C2C=CC=CC=2)C=CC=CC=1.[I:37]I.C([O-])(O)=O.[Na+]. The catalyst is C1(C)C=CC=CC=1. The product is [I:37][CH:2]1[CH2:5][N:4]([C:6]([O:8][C:9]([CH3:12])([CH3:11])[CH3:10])=[O:7])[CH2:3]1. The yield is 0.930. (6) The reactants are [F:1][C:2]1[CH:8]=[C:7]([F:9])[CH:6]=[CH:5][C:3]=1[NH2:4].C([Li])CCC.F[C:16]1[CH:21]=[CH:20][CH:19]=[CH:18][C:17]=1[N+:22]([O-:24])=[O:23]. The catalyst is O1CCCC1. The product is [F:1][C:2]1[CH:8]=[C:7]([F:9])[CH:6]=[CH:5][C:3]=1[NH:4][C:16]1[CH:21]=[CH:20][CH:19]=[CH:18][C:17]=1[N+:22]([O-:24])=[O:23]. The yield is 0.590. (7) The yield is 0.800. The catalyst is CS(C)=O. The product is [F:19][C:16]1[CH:17]=[CH:18][C:13]([CH:26]([C:8]([O:10][CH3:31])=[O:9])[C:25]([O:28][CH3:29])=[O:27])=[C:14]([N+:20]([O-:22])=[O:21])[CH:15]=1. The reactants are [H-].[Na+].CC(C)([C:8]([O-:10])=[O:9])C([O-])=O.F[C:13]1[CH:18]=[CH:17][C:16]([F:19])=[CH:15][C:14]=1[N+:20]([O-:22])=[O:21].[Cl-].[NH4+].[C:25]([O:28][CH2:29]C)(=[O:27])[CH3:26].[CH3:31]CCCCC. (8) The reactants are [Cl:1][C:2]1[C:3]2[C:10]([CH:11]([C:13]3[CH:14]=[N:15][CH:16]=[C:17]([N:19]=[C:20]([C:27]4[CH:32]=[CH:31][CH:30]=[CH:29][CH:28]=4)[C:21]4[CH:26]=[CH:25][CH:24]=[CH:23][CH:22]=4)[CH:18]=3)[OH:12])=[CH:9][N:8]([CH3:33])[C:4]=2[N:5]=[CH:6][N:7]=1.CC(OI1(OC(C)=O)(OC(C)=O)OC(=O)C2C=CC=CC1=2)=O.[OH-].[Na+]. The catalyst is C(Cl)Cl. The product is [Cl:1][C:2]1[C:3]2[C:10]([C:11]([C:13]3[CH:14]=[N:15][CH:16]=[C:17]([N:19]=[C:20]([C:21]4[CH:26]=[CH:25][CH:24]=[CH:23][CH:22]=4)[C:27]4[CH:32]=[CH:31][CH:30]=[CH:29][CH:28]=4)[CH:18]=3)=[O:12])=[CH:9][N:8]([CH3:33])[C:4]=2[N:5]=[CH:6][N:7]=1. The yield is 0.990. (9) The product is [CH:1]1([C:4]2[CH:5]=[C:6]([NH2:7])[N:14]([CH2:13][CH2:12][O:11][CH3:10])[N:15]=2)[CH2:3][CH2:2]1. The yield is 0.620. The reactants are [CH:1]1([C:4](=O)[CH2:5][C:6]#[N:7])[CH2:3][CH2:2]1.Cl.[CH3:10][O:11][CH2:12][CH2:13][NH:14][NH2:15]. The catalyst is C(O)C.